Dataset: Peptide-MHC class I binding affinity with 185,985 pairs from IEDB/IMGT. Task: Regression. Given a peptide amino acid sequence and an MHC pseudo amino acid sequence, predict their binding affinity value. This is MHC class I binding data. (1) The peptide sequence is RIAGRHMAV. The MHC is HLA-C15:02 with pseudo-sequence HLA-C15:02. The binding affinity (normalized) is 0.723. (2) The peptide sequence is VLPFDIKYI. The MHC is HLA-C06:02 with pseudo-sequence HLA-C06:02. The binding affinity (normalized) is 0.249. (3) The peptide sequence is YPAVINSNI. The binding affinity (normalized) is 0.0847. The MHC is HLA-B15:17 with pseudo-sequence HLA-B15:17. (4) The peptide sequence is AVMRMGDL. The MHC is HLA-A02:02 with pseudo-sequence HLA-A02:02. The binding affinity (normalized) is 0. (5) The peptide sequence is TEETFKLSY. The MHC is HLA-A29:02 with pseudo-sequence HLA-A29:02. The binding affinity (normalized) is 0.542. (6) The binding affinity (normalized) is 0.0847. The peptide sequence is KPKVASEAF. The MHC is HLA-B57:01 with pseudo-sequence HLA-B57:01.